Dataset: Forward reaction prediction with 1.9M reactions from USPTO patents (1976-2016). Task: Predict the product of the given reaction. (1) Given the reactants F[C:2]1[CH:9]=[CH:8][C:5]([C:6]#[N:7])=[CH:4][C:3]=1[C:10]([F:13])([F:12])[F:11].Cl.[CH:15]12[NH:22][CH:19]([CH2:20][CH2:21]1)[CH2:18][CH2:17][CH2:16]2.C(N(CC)C(C)C)(C)C, predict the reaction product. The product is: [CH:19]12[N:22]([C:2]3[CH:9]=[CH:8][C:5]([C:6]#[N:7])=[CH:4][C:3]=3[C:10]([F:13])([F:12])[F:11])[CH:15]([CH2:21][CH2:20]1)[CH2:16][CH2:17][CH2:18]2. (2) Given the reactants [Br:1][C:2]1[N:3]=[CH:4][NH:5][CH:6]=1.[H-].[Na+].[CH3:9][Si:10]([CH2:13][CH2:14][O:15][CH2:16]Cl)([CH3:12])[CH3:11], predict the reaction product. The product is: [Br:1][C:2]1[N:3]=[CH:4][N:5]([CH2:16][O:15][CH2:14][CH2:13][Si:10]([CH3:12])([CH3:11])[CH3:9])[CH:6]=1. (3) Given the reactants N1CCC[C@H]1C(O)=O.[Cl:9][C:10]1[CH:17]=[CH:16][C:13]([CH:14]=O)=[CH:12][CH:11]=1.[CH3:18][C:19]1([CH3:27])[O:26][C:24](=[O:25])[CH2:23][C:21](=[O:22])[O:20]1.CC1NC(C)=C(C(OCC)=O)CC=1C(OCC)=O, predict the reaction product. The product is: [Cl:9][C:10]1[CH:17]=[CH:16][C:13]([CH2:14][CH:23]2[C:24](=[O:25])[O:26][C:19]([CH3:27])([CH3:18])[O:20][C:21]2=[O:22])=[CH:12][CH:11]=1. (4) Given the reactants [Cl:1][C:2]1[C:7]2=[N:8][N:9]=[CH:10][N:6]2[N:5]=[C:4]([C:11]2[CH:16]=[CH:15][C:14]([Cl:17])=[CH:13][C:12]=2[Cl:18])[N:3]=1.Cl.[N+:20]([C:23]1[C:24]([NH2:36])=[N:25][C:26]([NH:29][CH:30]2[CH2:35][CH2:34][CH2:33][NH:32][CH2:31]2)=[CH:27][CH:28]=1)([O-:22])=[O:21].C(N(CC)C(C)C)(C)C, predict the reaction product. The product is: [ClH:1].[Cl:18][C:12]1[CH:13]=[C:14]([Cl:17])[CH:15]=[CH:16][C:11]=1[C:4]1[N:3]=[C:2]([N:32]2[CH2:33][CH2:34][CH2:35][CH:30]([NH:29][C:26]3[N:25]=[C:24]([NH2:36])[C:23]([N+:20]([O-:22])=[O:21])=[CH:28][CH:27]=3)[CH2:31]2)[C:7]2=[N:8][N:9]=[CH:10][N:6]2[N:5]=1. (5) Given the reactants [CH3:1][O:2][C:3]1[C:11]([O:12][CH3:13])=[C:10]([O:14][CH3:15])[CH:9]=[C:8]2[C:4]=1[CH:5]=[C:6]([C:16]([OH:18])=O)[NH:7]2.[NH:19]1[CH2:24][CH2:23][NH:22][CH2:21][CH2:20]1, predict the reaction product. The product is: [CH3:1][O:2][C:3]1[C:11]([O:12][CH3:13])=[C:10]([O:14][CH3:15])[CH:9]=[C:8]2[C:4]=1[CH:5]=[C:6]([C:16]([N:19]1[CH2:24][CH2:23][N:22]([C:16]([C:6]3[NH:7][C:8]4[C:4]([CH:5]=3)=[C:3]([O:2][CH3:1])[C:11]([O:12][CH3:13])=[C:10]([O:14][CH3:15])[CH:9]=4)=[O:18])[CH2:21][CH2:20]1)=[O:18])[NH:7]2.